This data is from Peptide-MHC class I binding affinity with 185,985 pairs from IEDB/IMGT. The task is: Regression. Given a peptide amino acid sequence and an MHC pseudo amino acid sequence, predict their binding affinity value. This is MHC class I binding data. (1) The peptide sequence is KLNENIIRF. The MHC is HLA-A11:01 with pseudo-sequence HLA-A11:01. The binding affinity (normalized) is 0.197. (2) The peptide sequence is ILRNPGYAL. The MHC is HLA-C03:03 with pseudo-sequence HLA-C03:03. The binding affinity (normalized) is 0.533. (3) The peptide sequence is ETQTSTWFGF. The MHC is Mamu-A01 with pseudo-sequence Mamu-A01. The binding affinity (normalized) is 0.0879. (4) The peptide sequence is AEWDRVHPV. The MHC is Patr-B2401 with pseudo-sequence Patr-B2401. The binding affinity (normalized) is 0.332. (5) The peptide sequence is GTNFGTIIL. The MHC is HLA-A02:06 with pseudo-sequence HLA-A02:06. The binding affinity (normalized) is 0.245. (6) The peptide sequence is LTVKYPNL. The MHC is H-2-Kb with pseudo-sequence H-2-Kb. The binding affinity (normalized) is 0.686. (7) The peptide sequence is AYGSRFHEW. The MHC is HLA-B35:01 with pseudo-sequence HLA-B35:01. The binding affinity (normalized) is 0.0847. (8) The peptide sequence is QSYKETVHK. The MHC is HLA-A03:01 with pseudo-sequence HLA-A03:01. The binding affinity (normalized) is 0.716.